Dataset: Forward reaction prediction with 1.9M reactions from USPTO patents (1976-2016). Task: Predict the product of the given reaction. The product is: [Cl:1][C:2]1[N:3]=[C:4]([N:19]2[CH2:20][CH2:21][O:22][CH2:23][CH2:24]2)[C:5]2[S:10][C:9]([C:11]3[CH:12]=[C:13]([CH2:16][N:29]4[CH2:30][CH2:31][N:26]([CH3:25])[CH2:27][CH2:28]4)[S:14][CH:15]=3)=[C:8]([CH3:18])[C:6]=2[N:7]=1. Given the reactants [Cl:1][C:2]1[N:3]=[C:4]([N:19]2[CH2:24][CH2:23][O:22][CH2:21][CH2:20]2)[C:5]2[S:10][C:9]([C:11]3[CH:12]=[C:13]([CH:16]=O)[S:14][CH:15]=3)=[C:8]([CH3:18])[C:6]=2[N:7]=1.[CH3:25][N:26]1[CH2:31][CH2:30][NH:29][CH2:28][CH2:27]1, predict the reaction product.